Dataset: Full USPTO retrosynthesis dataset with 1.9M reactions from patents (1976-2016). Task: Predict the reactants needed to synthesize the given product. (1) Given the product [NH:48]1[C:9]([CH2:10][C:11]([NH2:58])=[O:12])=[N:8][N:50]=[N:49]1, predict the reactants needed to synthesize it. The reactants are: C(OC([N:8](C1CC2C=C(OCC(O)=O)C=CC=2CCC1)[CH2:9][C@H:10](O)[CH2:11][O:12]C1C=CC=CC=1)=O)(C)(C)C.CN(C)CCCN=C=NCC.O[N:48]1C2C=CC=CC=2[N:50]=[N:49]1.O.[NH2:58]C1NN=NN=1. (2) The reactants are: [F:1][C:2]1[CH:10]=[C:9]([F:11])[CH:8]=[C:7]2[C:3]=1[C:4]([C:12]1[N:13]=[C:14]3[C:20]([CH:21]=[O:22])=[CH:19][N:18]([CH2:23][O:24][CH2:25][CH2:26][Si:27]([CH3:30])([CH3:29])[CH3:28])[C:15]3=[N:16][CH:17]=1)=[N:5][NH:6]2.[H-].[Na+].I[CH3:34]. Given the product [F:1][C:2]1[CH:10]=[C:9]([F:11])[CH:8]=[C:7]2[C:3]=1[C:4]([C:12]1[N:13]=[C:14]3[C:20]([CH:21]=[O:22])=[CH:19][N:18]([CH2:23][O:24][CH2:25][CH2:26][Si:27]([CH3:30])([CH3:29])[CH3:28])[C:15]3=[N:16][CH:17]=1)=[N:5][N:6]2[CH3:34], predict the reactants needed to synthesize it. (3) Given the product [F:1][C:2]1[CH:11]=[C:10]([C:12]2[CH:13]=[CH:14][C:15]3[N:16]([C:18]([CH2:21][O:22][C:23]4[C:32]5[C:27](=[CH:28][C:29]([O:33][CH3:34])=[CH:30][CH:31]=5)[N:26]=[CH:25][CH:24]=4)=[N:19][N:20]=3)[N:17]=2)[CH:9]=[CH:8][C:3]=1[C:4]([NH:43][CH2:42][CH2:41][O:40][CH3:39])=[O:5], predict the reactants needed to synthesize it. The reactants are: [F:1][C:2]1[CH:11]=[C:10]([C:12]2[CH:13]=[CH:14][C:15]3[N:16]([C:18]([CH2:21][O:22][C:23]4[C:32]5[C:27](=[CH:28][C:29]([O:33][CH3:34])=[CH:30][CH:31]=5)[N:26]=[CH:25][CH:24]=4)=[N:19][N:20]=3)[N:17]=2)[CH:9]=[CH:8][C:3]=1[C:4](OC)=[O:5].O.[OH-].[Li+].Cl.[CH3:39][O:40][CH2:41][CH2:42][NH2:43].CN(C(ON1N=NC2C=CC=NC1=2)=[N+](C)C)C.F[P-](F)(F)(F)(F)F.FC1C=C(C2C=CC3N(C(COC4C5C(=CC(OC)=CC=5)N=CC=4)=NN=3)N=2)C=CC=1C(O)=O. (4) Given the product [CH3:39][C@H:35]1[N:36]([CH2:6][CH2:7][C@H:8]2[C:13]3[CH:14]=[CH:15][C:16]([N:18]4[CH2:19][CH2:20][S:21][CH2:22][CH2:23]4)=[CH:17][C:12]=3[CH2:11][CH2:10][O:9]2)[CH2:37][CH2:38][N:33]([C:30]2[C:29]3[CH:40]=[CH:41][C:26]([C:24]#[N:25])=[CH:27][C:28]=3[S:32][CH:31]=2)[CH2:34]1, predict the reactants needed to synthesize it. The reactants are: CS(O[CH2:6][CH2:7][C@H:8]1[C:13]2[CH:14]=[CH:15][C:16]([N:18]3[CH2:23][CH2:22][S:21][CH2:20][CH2:19]3)=[CH:17][C:12]=2[CH2:11][CH2:10][O:9]1)(=O)=O.[C:24]([C:26]1[CH:41]=[CH:40][C:29]2[C:30]([N:33]3[CH2:38][CH2:37][NH:36][C@H:35]([CH3:39])[CH2:34]3)=[CH:31][S:32][C:28]=2[CH:27]=1)#[N:25]. (5) Given the product [C:33]([O:32][C:30](=[O:31])[NH:21][C@H:22]([C:27](=[O:28])[NH:2][CH:3]1[CH2:9][CH:8]([CH3:10])[CH2:7][N:6]([S:11]([C:14]2[CH:19]=[CH:18][CH:17]=[CH:16][N:15]=2)(=[O:13])=[O:12])[CH2:5][CH:4]1[OH:20])[CH2:23][CH:24]([CH3:25])[CH3:26])([CH3:34])([CH3:36])[CH3:35], predict the reactants needed to synthesize it. The reactants are: Cl.[NH2:2][CH:3]1[CH2:9][CH:8]([CH3:10])[CH2:7][N:6]([S:11]([C:14]2[CH:19]=[CH:18][CH:17]=[CH:16][N:15]=2)(=[O:13])=[O:12])[CH2:5][CH:4]1[OH:20].[NH:21]([C:30]([O:32][C:33]([CH3:36])([CH3:35])[CH3:34])=[O:31])[C@H:22]([C:27](O)=[O:28])[CH2:23][CH:24]([CH3:26])[CH3:25].CN(C(ON1N=NC2C=CC=CC1=2)=[N+](C)C)C.F[P-](F)(F)(F)(F)F.CN1CCOCC1. (6) Given the product [C:1]([C:3]1[CH:8]=[CH:7][C:6]([C@@H:9]2[C:14]([C:15]#[N:17])=[C:13]([CH3:18])[N:12]([C:19]3[CH:24]=[CH:23][CH:22]=[C:21]([C:25]([F:27])([F:28])[F:26])[CH:20]=3)[C:11](=[O:29])[NH:10]2)=[C:5]([N+:30]([O-:32])=[O:31])[CH:4]=1)#[N:2], predict the reactants needed to synthesize it. The reactants are: [C:1]([C:3]1[CH:8]=[CH:7][C:6]([C@@H:9]2[C:14]([C:15]([NH2:17])=O)=[C:13]([CH3:18])[N:12]([C:19]3[CH:24]=[CH:23][CH:22]=[C:21]([C:25]([F:28])([F:27])[F:26])[CH:20]=3)[C:11](=[O:29])[NH:10]2)=[C:5]([N+:30]([O-:32])=[O:31])[CH:4]=1)#[N:2].[OH-].COC(NS([N+](CC)(CC)CC)(=O)=O)=O.C(OCC)(=O)C. (7) Given the product [Cl:1][C:2]1[CH:3]=[CH:4][C:5]([S:12][CH3:11])=[C:6]([CH:9]=1)[C:7]#[N:8], predict the reactants needed to synthesize it. The reactants are: [Cl:1][C:2]1[CH:3]=[CH:4][C:5](F)=[C:6]([CH:9]=1)[C:7]#[N:8].[CH3:11][S-:12].[Na+].Cl.